From a dataset of Forward reaction prediction with 1.9M reactions from USPTO patents (1976-2016). Predict the product of the given reaction. (1) Given the reactants [Si]([O:8][C@@H:9]([C:65]1[CH:70]=[CH:69][CH:68]=[CH:67][C:66]=1[C:71]1[CH:76]=[CH:75][C:74]([Cl:77])=[CH:73][CH:72]=1)[CH:10]1[CH2:15][CH2:14][N:13]([C:16]2[CH:64]=[CH:63][C:19]([C:20]([NH:22][S:23]([C:26]3[CH:31]=[CH:30][C:29]([NH:32][C@H:33]([CH2:42][CH2:43][N:44]4[CH2:49][CH2:48][O:47][CH2:46][C@@H:45]4[CH2:50][N:51]([CH2:54][CH3:55])[CH2:52][CH3:53])[CH2:34][S:35][C:36]4[CH:41]=[CH:40][CH:39]=[CH:38][CH:37]=4)=[C:28]([S:56]([C:59]([F:62])([F:61])[F:60])(=[O:58])=[O:57])[CH:27]=3)(=[O:25])=[O:24])=[O:21])=[CH:18][CH:17]=2)[CH2:12][CH2:11]1)(C(C)(C)C)(C)C.CCCC[N+](CCCC)(CCCC)CCCC.[F-], predict the reaction product. The product is: [Cl:77][C:74]1[CH:75]=[CH:76][C:71]([C:66]2[CH:67]=[CH:68][CH:69]=[CH:70][C:65]=2[C@H:9]([OH:8])[CH:10]2[CH2:15][CH2:14][N:13]([C:16]3[CH:17]=[CH:18][C:19]([C:20]([NH:22][S:23]([C:26]4[CH:31]=[CH:30][C:29]([NH:32][C@H:33]([CH2:42][CH2:43][N:44]5[CH2:49][CH2:48][O:47][CH2:46][C@@H:45]5[CH2:50][N:51]([CH2:54][CH3:55])[CH2:52][CH3:53])[CH2:34][S:35][C:36]5[CH:41]=[CH:40][CH:39]=[CH:38][CH:37]=5)=[C:28]([S:56]([C:59]([F:62])([F:61])[F:60])(=[O:57])=[O:58])[CH:27]=4)(=[O:24])=[O:25])=[O:21])=[CH:63][CH:64]=3)[CH2:12][CH2:11]2)=[CH:72][CH:73]=1. (2) Given the reactants [C:1]([O:4][C@H:5]1[CH2:10][CH2:9][C@H:8]([C:11]2[N:15]3[CH:16]=[CH:17][N:18]=[C:19]([CH3:20])[C:14]3=[CH:13][N:12]=2)[CH2:7][CH2:6]1)(=[O:3])[CH3:2].[Br:21]N1C(=O)CCC1=O.C(=O)([O-])O.[Na+], predict the reaction product. The product is: [C:1]([O:4][C@H:5]1[CH2:10][CH2:9][C@H:8]([C:11]2[N:15]3[CH:16]=[CH:17][N:18]=[C:19]([CH3:20])[C:14]3=[C:13]([Br:21])[N:12]=2)[CH2:7][CH2:6]1)(=[O:3])[CH3:2]. (3) The product is: [C:1]([N:5]([CH2:13][CH2:14][CH2:15][O:16][CH2:17][C:18]#[C:19][C:21]1[S:25][CH:24]=[N:23][CH:22]=1)[C:6](=[O:12])[C:7]([O:9][CH2:10][CH3:11])=[O:8])([CH3:3])([CH3:4])[CH3:2]. Given the reactants [C:1]([N:5]([CH2:13][CH2:14][CH2:15][O:16][CH2:17][C:18]#[CH:19])[C:6](=[O:12])[C:7]([O:9][CH2:10][CH3:11])=[O:8])([CH3:4])([CH3:3])[CH3:2].Br[C:21]1[S:25][CH:24]=[N:23][CH:22]=1.C(NC(C)C)(C)C.C(P(CCCC)CCCC)CCC, predict the reaction product. (4) Given the reactants [CH2:1]([O:3][C@H:4]1[CH2:9][CH2:8][C@H:7]([N:10]2[CH2:15][CH2:14][CH:13]([NH:16]C(=O)OC(C)(C)C)[CH2:12][CH2:11]2)[CH2:6][CH2:5]1)[CH3:2].[ClH:24], predict the reaction product. The product is: [ClH:24].[ClH:24].[CH2:1]([O:3][C@H:4]1[CH2:5][CH2:6][C@H:7]([N:10]2[CH2:11][CH2:12][CH:13]([NH2:16])[CH2:14][CH2:15]2)[CH2:8][CH2:9]1)[CH3:2]. (5) Given the reactants [C:1]([N:4]1[CH2:9][CH2:8][NH:7][CH2:6][CH2:5]1)(=[O:3])[CH3:2].Br[CH2:11][CH2:12][OH:13].C(=O)([O-])[O-].[K+].[K+], predict the reaction product. The product is: [C:1]([N:4]1[CH2:9][CH2:8][N:7]([CH2:11][CH2:12][OH:13])[CH2:6][CH2:5]1)(=[O:3])[CH3:2]. (6) Given the reactants [C:1]1(B(O)O)[CH:6]=[CH:5][CH:4]=[CH:3][CH:2]=1.N1C=CC=CC=1.[C:16]([CH2:18][C:19]1[N:20]=[CH:21][NH:22][CH:23]=1)#[N:17], predict the reaction product. The product is: [C:1]1([N:22]2[CH:23]=[C:19]([CH2:18][C:16]#[N:17])[N:20]=[CH:21]2)[CH:6]=[CH:5][CH:4]=[CH:3][CH:2]=1. (7) Given the reactants Br[C:2]1[CH:3]=[N:4][C:5](Cl)=[C:6]([CH:10]=1)[C:7]([NH2:9])=[O:8].[O:12]([C:19]1[CH:24]=[CH:23][C:22]([OH:25])=[CH:21][CH:20]=1)[C:13]1[CH:18]=[CH:17][CH:16]=[CH:15][CH:14]=1.[C:26]([N:33]1[CH2:38][CH:37]=[C:36](B2OC(C)(C)C(C)(C)O2)[CH2:35][CH2:34]1)([O:28]C(C)(C)C)=O.[C:48](O)(=O)[CH:49]=C, predict the reaction product. The product is: [C:26]([N:33]1[CH2:34][CH2:35][CH:36]([C:2]2[CH:3]=[N:4][C:5]([O:25][C:22]3[CH:21]=[CH:20][C:19]([O:12][C:13]4[CH:18]=[CH:17][CH:16]=[CH:15][CH:14]=4)=[CH:24][CH:23]=3)=[C:6]([C:7]([NH2:9])=[O:8])[CH:10]=2)[CH2:37][CH2:38]1)(=[O:28])[CH:48]=[CH2:49]. (8) Given the reactants [C:1]([C:3]1[CH:4]=[C:5]([CH:10]=[CH:11][C:12]=1[OH:13])[C:6]([O:8][CH3:9])=[O:7])#[N:2].ClN1C(=O)[CH2:18][CH2:17][C:16]1=O, predict the reaction product. The product is: [C:1]([C:3]1[CH:4]=[C:5]([CH:10]=[CH:11][C:12]=1[O:13][CH:17]([CH3:18])[CH3:16])[C:6]([O:8][CH3:9])=[O:7])#[N:2].